From a dataset of Full USPTO retrosynthesis dataset with 1.9M reactions from patents (1976-2016). Predict the reactants needed to synthesize the given product. (1) The reactants are: [Br:1][C:2]1[CH:31]=[CH:30][C:5]([CH2:6][C@H:7]2[C@@H:15]3[C@@H:11]([N:12]([CH2:17][C:18]4[CH:23]=[CH:22][CH:21]=[C:20]([C:24]([CH3:27])([CH3:26])[CH3:25])[CH:19]=4)C(=O)[O:14]3)[CH2:10][S:9](=[O:29])(=[O:28])[CH2:8]2)=[CH:4][CH:3]=1. Given the product [Br:1][C:2]1[CH:31]=[CH:30][C:5]([CH2:6][C@H:7]2[C@@H:15]([OH:14])[C@@H:11]([NH:12][CH2:17][C:18]3[CH:23]=[CH:22][CH:21]=[C:20]([C:24]([CH3:25])([CH3:26])[CH3:27])[CH:19]=3)[CH2:10][S:9](=[O:29])(=[O:28])[CH2:8]2)=[CH:4][CH:3]=1, predict the reactants needed to synthesize it. (2) Given the product [C:62]([C:61]1[C:55]2[O:54][CH:53]([CH2:52][NH2:49])[CH2:57][C:56]=2[CH:58]=[CH:59][CH:60]=1)([CH3:65])([CH3:63])[CH3:64], predict the reactants needed to synthesize it. The reactants are: CC1C=CC(S(OCC2CC3C=CC=C(C(C)(C)C)C=3O2)(=O)=O)=CC=1.[N-]=[N+]=[N-].[Na+].N(CC1CC2C=C(Cl)C=C(C3C=CSC=3)C=2O1)=[N+]=[N-].[N:49]([CH2:52][CH:53]1[CH2:57][C:56]2[CH:58]=[CH:59][CH:60]=[C:61]([C:62]([CH3:65])([CH3:64])[CH3:63])[C:55]=2[O:54]1)=[N+]=[N-].[N-]=[N+]=[N-]. (3) The reactants are: N1C=CC=CC=1NC(N)=S.C(OC(=O)C(=O)CBr)C.[CH2:20]([O:22][C:23]([C:25]1[N:26]=[C:27]([NH:30][C:31]2[CH:36]=[CH:35][CH:34]=[CH:33][N:32]=2)[S:28][CH:29]=1)=[O:24])[CH3:21].[OH-].[Na+]. Given the product [CH2:20]([O:22][C:23]([C:25]1[N:26]=[C:27]([NH:30][C:31]2[CH:36]=[CH:35][CH:34]=[CH:33][N:32]=2)[S:28][CH:29]=1)=[O:24])[CH3:21].[N:32]1[CH:33]=[CH:34][CH:35]=[CH:36][C:31]=1[NH:30][C:27]1[S:28][CH:29]=[C:25]([C:23]([OH:24])=[O:22])[N:26]=1, predict the reactants needed to synthesize it. (4) The reactants are: C(Cl)CCl.C[C:6]1[C:14]2[C:9](=[CH:10][CH:11]=[CH:12][CH:13]=2)[NH:8][C:7]=1[CH2:15]NC.Cl.[O:19]=[C:20]1[NH:29][C:28]2[N:27]=[CH:26][C:25]([CH:30]=[CH:31][C:32]([OH:34])=O)=[CH:24][C:23]=2[CH2:22][CH2:21]1.C1C=CC2N(O)N=[N:41][C:39]=2C=1.CCN(C(C)C)C(C)C. Given the product [CH3:39][NH:41][C:32](=[O:34])[C:31]([CH2:15][C:7]1[NH:8][C:9]2[C:14]([CH:6]=1)=[CH:13][CH:12]=[CH:11][CH:10]=2)=[CH:30][C:25]1[CH:26]=[N:27][C:28]2[NH:29][C:20](=[O:19])[CH2:21][CH2:22][C:23]=2[CH:24]=1, predict the reactants needed to synthesize it. (5) Given the product [O:1]=[C:2]1[N:8]([CH:9]2[CH2:10][CH2:11][N:12]([C:15]([O:17][C@@H:18]([C:29]([O:31][CH3:32])=[O:30])[CH2:19][C:20]3[CH:25]=[C:24]([CH3:26])[C:23]4[NH:27][C:37]([O:38][CH3:39])=[N:28][C:22]=4[CH:21]=3)=[O:16])[CH2:13][CH2:14]2)[CH2:7][CH2:6][C:5]2[CH:33]=[CH:34][CH:35]=[CH:36][C:4]=2[NH:3]1, predict the reactants needed to synthesize it. The reactants are: [O:1]=[C:2]1[N:8]([CH:9]2[CH2:14][CH2:13][N:12]([C:15]([O:17][C@@H:18]([C:29]([O:31][CH3:32])=[O:30])[CH2:19][C:20]3[CH:25]=[C:24]([CH3:26])[C:23]([NH2:27])=[C:22]([NH2:28])[CH:21]=3)=[O:16])[CH2:11][CH2:10]2)[CH2:7][CH2:6][C:5]2[CH:33]=[CH:34][CH:35]=[CH:36][C:4]=2[NH:3]1.[CH3:37][O:38][C:39](OC)(OC)OC.O.C1(C)C(S(O)(=O)=O)=CC=CC=1. (6) Given the product [Br:1][C:2]1[CH:7]=[CH:6][CH:5]=[CH:4][C:3]=1[CH2:8][C:9]([C:18]1[CH:19]=[C:13]([Cl:12])[C:14]([OH:20])=[CH:15][C:16]=1[OH:17])=[O:11], predict the reactants needed to synthesize it. The reactants are: [Br:1][C:2]1[CH:7]=[CH:6][CH:5]=[CH:4][C:3]=1[CH2:8][C:9]([OH:11])=O.[Cl:12][C:13]1[CH:19]=[CH:18][C:16]([OH:17])=[CH:15][C:14]=1[OH:20].B(F)(F)F.CCOCC. (7) Given the product [NH2:1][C:2]1[N:3]=[CH:4][C:5]2[C:10]([C:11]([C:13]3[CH:14]=[C:15]([NH:19][C:20](=[O:29])[CH2:21][C:22]4[CH:27]=[CH:26][C:25]([C:35]#[N:36])=[CH:24][N:23]=4)[CH:16]=[N:17][CH:18]=3)=[O:12])=[CH:9][N:8]([C:30]([CH3:34])([CH3:33])[CH2:31][OH:32])[C:6]=2[N:7]=1, predict the reactants needed to synthesize it. The reactants are: [NH2:1][C:2]1[N:3]=[CH:4][C:5]2[C:10]([C:11]([C:13]3[CH:14]=[C:15]([NH:19][C:20](=[O:29])[CH2:21][C:22]4[CH:27]=[CH:26][C:25](Br)=[CH:24][N:23]=4)[CH:16]=[N:17][CH:18]=3)=[O:12])=[CH:9][N:8]([C:30]([CH3:34])([CH3:33])[CH2:31][OH:32])[C:6]=2[N:7]=1.[CH3:35][N:36](C=O)C.